Dataset: Full USPTO retrosynthesis dataset with 1.9M reactions from patents (1976-2016). Task: Predict the reactants needed to synthesize the given product. (1) Given the product [Cl:1][C:2]1[CH:3]=[C:4]([C:8]2[CH:13]=[CH:12][C:11]([CH2:14][C@@H:15]([NH:22][C:23]([C:24]3[O:25][C:31](=[O:32])[NH:27][N:26]=3)=[O:28])[CH2:16][C:17]([O:19][CH2:20][CH3:21])=[O:18])=[CH:10][CH:9]=2)[CH:5]=[CH:6][CH:7]=1, predict the reactants needed to synthesize it. The reactants are: [Cl:1][C:2]1[CH:3]=[C:4]([C:8]2[CH:13]=[CH:12][C:11]([CH2:14][C@@H:15]([NH:22][C:23](=[O:28])[C:24]([NH:26][NH2:27])=[O:25])[CH2:16][C:17]([O:19][CH2:20][CH3:21])=[O:18])=[CH:10][CH:9]=2)[CH:5]=[CH:6][CH:7]=1.C1C[O:32][CH2:31]C1. (2) Given the product [C:8]1(=[O:10])[C:7]2[C:6](=[CH:14][CH:13]=[CH:12][CH:11]=2)[C:5](=[O:15])[NH:9]1, predict the reactants needed to synthesize it. The reactants are: BrCC=O.[C:5]1(=[O:15])[NH:9][C:8](=[O:10])[C:7]2=[CH:11][CH:12]=[CH:13][CH:14]=[C:6]12.[K]. (3) Given the product [N:14]1[C:18]2[CH:19]=[CH:20][CH:21]=[C:22]([NH:23][C:24]3[C:27](=[O:28])[C:26](=[O:30])[C:25]=3[NH:13][CH:7]([C:5]3[O:6][C:2]([CH3:1])=[CH:3][CH:4]=3)[C:8]3([CH3:12])[CH2:9][O:10][CH2:11]3)[C:17]=2[NH:16][N:15]=1, predict the reactants needed to synthesize it. The reactants are: [CH3:1][C:2]1[O:6][C:5]([CH:7]([NH2:13])[C:8]2([CH3:12])[CH2:11][O:10][CH2:9]2)=[CH:4][CH:3]=1.[N:14]1[C:18]2[CH:19]=[CH:20][CH:21]=[C:22]([NH:23][C:24]3[C:25](=O)[C:26](=[O:30])[C:27]=3[O:28]C)[C:17]=2[NH:16][N:15]=1. (4) Given the product [S:23]1[CH:27]=[CH:26][CH:25]=[C:24]1[CH2:28][N:6]1[CH2:7][CH2:8][C:9]2[C:14](=[C:13]([OH:15])[CH:12]=[CH:11][CH:10]=2)[CH2:5]1, predict the reactants needed to synthesize it. The reactants are: C(O)(=O)C.[CH2:5]1[C:14]2[C:9](=[CH:10][CH:11]=[CH:12][C:13]=2[OH:15])[CH2:8][CH2:7][NH:6]1.CCN(CC)CC.[S:23]1[CH:27]=[CH:26][CH:25]=[C:24]1[CH:28]=O.C([BH3-])#N.[Na+]. (5) Given the product [CH3:40][O:41][C:42](=[O:50])[CH2:43][CH2:44][CH2:45][CH2:46][C:47](=[O:48])[NH:31][C:25]1[CH:26]=[CH:27][CH:28]=[C:29]([CH3:30])[C:24]=1[C:20]1[CH:21]=[CH:22][CH:23]=[C:18]([S:15]([C:13]2[CH:14]=[C:10]([C:8]([NH:7][C:6]([O:5][C:1]([CH3:4])([CH3:3])[CH3:2])=[O:34])=[NH:9])[S:11][C:12]=2[S:32][CH3:33])(=[O:17])=[O:16])[CH:19]=1, predict the reactants needed to synthesize it. The reactants are: [C:1]([O:5][C:6](=[O:34])[NH:7][C:8]([C:10]1[S:11][C:12]([S:32][CH3:33])=[C:13]([S:15]([C:18]2[CH:19]=[C:20]([C:24]3[C:29]([CH3:30])=[CH:28][CH:27]=[CH:26][C:25]=3[NH2:31])[CH:21]=[CH:22][CH:23]=2)(=[O:17])=[O:16])[CH:14]=1)=[NH:9])([CH3:4])([CH3:3])[CH3:2].C1COCC1.[CH3:40][O:41][C:42](=[O:50])[CH2:43][CH2:44][CH2:45][CH2:46][C:47](Cl)=[O:48]. (6) Given the product [NH2:3][CH2:12][C@@H:13]([NH:21][C:22]1[S:23][C:26]([C:28]2[CH:29]=[C:30]3[C:35](=[CH:36][CH:37]=2)[CH:34]=[N:33][CH:32]=[CH:31]3)=[N:25][N:24]=1)[CH2:14][C:15]1[CH:20]=[CH:19][CH:18]=[CH:17][CH:16]=1, predict the reactants needed to synthesize it. The reactants are: O=C1C2C=CC=CC=2C(=O)[N:3]1[CH2:12][C@@H:13]([NH:21][C:22]([NH:24][NH:25][C:26]([C:28]1[CH:29]=[C:30]2[C:35](=[CH:36][CH:37]=1)[CH:34]=[N:33][CH:32]=[CH:31]2)=O)=[S:23])[CH2:14][C:15]1[CH:20]=[CH:19][CH:18]=[CH:17][CH:16]=1.N[C@@H](CC1C=CC=CC=1)CN1C(=O)C2C=CC=CC=2C1=O.Cl.C1C2C(=CC(C(NN)=O)=CC=2)C=CN=1.